Task: Predict hERG channel inhibition at various concentrations.. Dataset: hERG Central: cardiac toxicity at 1µM, 10µM, and general inhibition (1) The drug is Cc1ncc(CN2CCCC(C(=O)Nc3ccc(-c4cccc(F)c4)cc3)C2)cn1. Results: hERG_inhib (hERG inhibition (general)): blocker. (2) The molecule is CC/C(=C\c1oc2cc3ccccc3cc2[n+]1CC)Nc1ccccc1.[I-]. Results: hERG_inhib (hERG inhibition (general)): blocker.